This data is from Full USPTO retrosynthesis dataset with 1.9M reactions from patents (1976-2016). The task is: Predict the reactants needed to synthesize the given product. (1) Given the product [Cl:31][C:32]1[CH:37]=[CH:36][CH:35]=[CH:34][C:33]=1[C:38]1[C:44]2[CH:45]=[C:46]([O:50][CH3:51])[C:47]([F:49])=[CH:48][C:43]=2[N:42]=[C:41]2[NH:52][NH:53][C:54]([CH3:55])=[C:40]2[N:39]=1, predict the reactants needed to synthesize it. The reactants are: NC1C=C(F)C(OC)=CC=1C(C1C=CC=CC=1Cl)=O.NC1C(C)=NN(CC=C)C=1Cl.[Cl:31][C:32]1[CH:37]=[CH:36][CH:35]=[CH:34][C:33]=1[C:38]1[C:44]2[CH:45]=[C:46]([O:50][CH3:51])[C:47]([F:49])=[CH:48][C:43]=2[N:42]=[C:41]2[N:52](CC=C)[NH:53][C:54]([CH3:55])=[C:40]2[N:39]=1.[H-].C([Al+]CC(C)C)C(C)C. (2) Given the product [Br:1][C:2]1[CH:3]=[C:4]([N:14]2[CH2:15][CH2:16][O:17][CH2:18][C@H:13]2[CH3:12])[C:5]([O:8][CH2:9][CH3:10])=[N:6][CH:7]=1, predict the reactants needed to synthesize it. The reactants are: [Br:1][C:2]1[CH:3]=[C:4](I)[C:5]([O:8][CH2:9][CH3:10])=[N:6][CH:7]=1.[CH3:12][C@@H:13]1[CH2:18][O:17][CH2:16][CH2:15][NH:14]1. (3) Given the product [CH3:1][O:2][C:3]([C:5]1[CH:15]=[C:14]([O:16][C:37]2[CH:36]=[N:35][C:34]([C:32]([N:28]3[CH2:31][CH2:30][CH2:29]3)=[O:33])=[N:39][CH:38]=2)[C:8]2[CH2:9][C:10]([CH3:13])([CH3:12])[O:11][C:7]=2[CH:6]=1)=[O:4], predict the reactants needed to synthesize it. The reactants are: [CH3:1][O:2][C:3]([C:5]1[CH:15]=[C:14]([O:16]C2C=NC(C(=O)N(C)C)=CC=2)[C:8]2[CH2:9][C:10]([CH3:13])([CH3:12])[O:11][C:7]=2[CH:6]=1)=[O:4].[N:28]1([C:32]([C:34]2[N:39]=[CH:38][C:37](Br)=[CH:36][N:35]=2)=[O:33])[CH2:31][CH2:30][CH2:29]1.COC(C1C=C(O)C2CC(C)(C)OC=2C=1)=O. (4) Given the product [Br:2][C:1]([Br:5])=[CH:30][C:27]1[CH:28]=[CH:29][O:25][CH:26]=1, predict the reactants needed to synthesize it. The reactants are: [C:1]([Br:5])(Br)(Br)[Br:2].C1(P(C2C=CC=CC=2)C2C=CC=CC=2)C=CC=CC=1.[O:25]1[CH:29]=[CH:28][C:27]([CH:30]=O)=[CH:26]1.